Dataset: Full USPTO retrosynthesis dataset with 1.9M reactions from patents (1976-2016). Task: Predict the reactants needed to synthesize the given product. (1) Given the product [CH3:10][S:11]([N:5]1[CH2:6][CH2:7][S:1](=[O:9])(=[O:8])[NH:2][CH2:3][CH2:4]1)(=[O:13])=[O:12], predict the reactants needed to synthesize it. The reactants are: [S:1]1(=[O:9])(=[O:8])[CH2:7][CH2:6][NH:5][CH2:4][CH2:3][NH:2]1.[CH3:10][S:11](Cl)(=[O:13])=[O:12].C(N(CC)CC)C. (2) The reactants are: C1OC2C(=CC=[C-]C=2)O1.[Mg+2].[Br-].[O:12]1[CH2:16][CH2:15][O:14][CH:13]1[CH2:17][Mg]Br.C(N1C2C(=CC=CC=2)C(=O)C1=O)CCCC.[Cl:36][C:37]1[CH:54]=[CH:53][C:40]([CH2:41][N:42]2[C:50]3[C:45](=[CH:46][CH:47]=[CH:48][CH:49]=3)[C:44](=[O:51])[C:43]2=[O:52])=[CH:39][CH:38]=1. Given the product [Cl:36][C:37]1[CH:38]=[CH:39][C:40]([CH2:41][N:42]2[C:50]3[C:45](=[CH:46][CH:47]=[CH:48][CH:49]=3)[C:44]([CH2:17][CH:13]3[O:14][CH2:15][CH2:16][O:12]3)([OH:51])[C:43]2=[O:52])=[CH:53][CH:54]=1, predict the reactants needed to synthesize it. (3) Given the product [Br:1][C:2]1[CH:3]=[CH:4][C:5]2[S:9][C:8]([CH2:10][CH2:11][O:12][S:22]([CH3:21])(=[O:24])=[O:23])=[N:7][C:6]=2[CH:13]=1, predict the reactants needed to synthesize it. The reactants are: [Br:1][C:2]1[CH:3]=[CH:4][C:5]2[S:9][C:8]([CH2:10][CH2:11][OH:12])=[N:7][C:6]=2[CH:13]=1.CCN(CC)CC.[CH3:21][S:22](Cl)(=[O:24])=[O:23].